This data is from Catalyst prediction with 721,799 reactions and 888 catalyst types from USPTO. The task is: Predict which catalyst facilitates the given reaction. (1) Reactant: [O:1]=[C:2]1[C:10](=[O:11])[C:9]2[C:4](=[CH:5][CH:6]=[C:7]([CH2:12][C:13]([OH:15])=[O:14])[CH:8]=2)[NH:3]1.O.[C:17]1(C)C=CC(S(O)(=O)=O)=C[CH:18]=1. Product: [O:1]=[C:2]1[C:10](=[O:11])[C:9]2[C:4](=[CH:5][CH:6]=[C:7]([CH2:12][C:13]([O:15][CH2:17][CH3:18])=[O:14])[CH:8]=2)[NH:3]1. The catalyst class is: 8. (2) Reactant: [Br:1][C:2]1[CH:3]=[C:4]([CH2:20][C:21]([OH:23])=O)[CH:5]=[C:6]([Br:19])[C:7]=1[O:8][C:9]1[CH:14]=[CH:13][C:12]([OH:15])=[C:11]([CH:16]([CH3:18])[CH3:17])[CH:10]=1.S(Cl)([Cl:26])=O. Product: [Br:1][C:2]1[CH:3]=[C:4]([CH2:20][C:21]([Cl:26])=[O:23])[CH:5]=[C:6]([Br:19])[C:7]=1[O:8][C:9]1[CH:14]=[CH:13][C:12]([OH:15])=[C:11]([CH:16]([CH3:18])[CH3:17])[CH:10]=1. The catalyst class is: 11. (3) Reactant: [C:1]1([CH2:7][N:8]([CH2:16][C@@H:17]2[CH2:22][CH2:21][NH:20][CH2:19][C@H:18]2[OH:23])[CH2:9][C:10]2[CH:15]=[CH:14][CH:13]=[CH:12][CH:11]=2)[CH:6]=[CH:5][CH:4]=[CH:3][CH:2]=1.S1[CH:28]=[CH:27][CH:26]=[CH:25]1.[H][H]. Product: [C:1]1([CH2:7][N:8]([CH2:16][C@@H:17]2[CH2:22][CH2:21][N:20]([CH2:25][CH2:26][CH2:27][CH3:28])[CH2:19][C@H:18]2[OH:23])[CH2:9][C:10]2[CH:15]=[CH:14][CH:13]=[CH:12][CH:11]=2)[CH:6]=[CH:5][CH:4]=[CH:3][CH:2]=1. The catalyst class is: 19. (4) Product: [Cl:36][C:33]([Cl:34])([Cl:35])[C:32]([N:29]1[CH2:30][CH2:31][N:26]([C:17]2[CH:18]=[C:19]([S:22]([N:7]3[C:8]4[C:4](=[CH:3][C:2]([Cl:1])=[CH:10][CH:9]=4)[C:5]([CH3:11])=[CH:6]3)(=[O:23])=[O:24])[CH:20]=[CH:21][C:16]=2[O:15][CH3:14])[CH2:27][CH2:28]1)=[O:37]. Reactant: [Cl:1][C:2]1[CH:3]=[C:4]2[C:8](=[CH:9][CH:10]=1)[NH:7][CH:6]=[C:5]2[CH3:11].[H-].[Na+].[CH3:14][O:15][C:16]1[CH:21]=[CH:20][C:19]([S:22](Cl)(=[O:24])=[O:23])=[CH:18][C:17]=1[N:26]1[CH2:31][CH2:30][N:29]([C:32](=[O:37])[C:33]([Cl:36])([Cl:35])[Cl:34])[CH2:28][CH2:27]1. The catalyst class is: 1. (5) Reactant: [Cl:1][C:2]1[CH:7]=[CH:6][C:5]([CH2:8][N:9]2[CH2:13][CH2:12][S:11][C:10]2=[NH:14])=[CH:4][N:3]=1.C(N(CC)CC)C.[C:22](Cl)(=[O:29])[C:23]1[CH:28]=[CH:27][CH:26]=[CH:25][CH:24]=1. Product: [Cl:1][C:2]1[CH:7]=[CH:6][C:5]([CH2:8][N:9]2[CH2:13][CH2:12][S:11][C:10]2=[N:14][C:22](=[O:29])[C:23]2[CH:28]=[CH:27][CH:26]=[CH:25][CH:24]=2)=[CH:4][N:3]=1. The catalyst class is: 10.